From a dataset of Peptide-MHC class II binding affinity with 134,281 pairs from IEDB. Regression. Given a peptide amino acid sequence and an MHC pseudo amino acid sequence, predict their binding affinity value. This is MHC class II binding data. (1) The peptide sequence is SGILQLFVFLVLAGR. The MHC is H-2-IAb with pseudo-sequence H-2-IAb. The binding affinity (normalized) is 0.0861. (2) The peptide sequence is EVVAATPTSLLISWG. The MHC is DRB1_0404 with pseudo-sequence DRB1_0404. The binding affinity (normalized) is 0.379.